Dataset: Forward reaction prediction with 1.9M reactions from USPTO patents (1976-2016). Task: Predict the product of the given reaction. (1) Given the reactants [Br:1][C:2]1[CH:3]=[C:4]([C:8](=[O:10])[CH3:9])[CH:5]=[N:6][CH:7]=1.[BH4-].[Na+], predict the reaction product. The product is: [Br:1][C:2]1[CH:3]=[C:4]([CH:8]([OH:10])[CH3:9])[CH:5]=[N:6][CH:7]=1. (2) Given the reactants [C:1]([O:5][C:6]([N:8]1[CH2:13][CH2:12][C@@:11]([C:15]2[CH:20]=[CH:19][C:18]([Cl:21])=[CH:17][C:16]=2[CH2:22][CH2:23][O:24][Si:25]([CH:32]([CH3:34])[CH3:33])([CH:29]([CH3:31])[CH3:30])[CH:26]([CH3:28])[CH3:27])([OH:14])[C@@H:10]([OH:35])[CH2:9]1)=[O:7])([CH3:4])([CH3:3])[CH3:2].[H-].[Na+].Br[CH2:39][C:40]1[CH:41]=[CH:42][C:43]2[O:48][CH2:47][C:46](=[O:49])[N:45]([CH2:50][CH2:51][CH2:52][O:53][CH3:54])[C:44]=2[CH:55]=1, predict the reaction product. The product is: [C:1]([O:5][C:6]([N:8]1[CH2:13][CH2:12][C@@:11]([C:15]2[CH:20]=[CH:19][C:18]([Cl:21])=[CH:17][C:16]=2[CH2:22][CH2:23][O:24][Si:25]([CH:32]([CH3:34])[CH3:33])([CH:29]([CH3:31])[CH3:30])[CH:26]([CH3:27])[CH3:28])([OH:14])[C@@H:10]([O:35][CH2:39][C:40]2[CH:41]=[CH:42][C:43]3[O:48][CH2:47][C:46](=[O:49])[N:45]([CH2:50][CH2:51][CH2:52][O:53][CH3:54])[C:44]=3[CH:55]=2)[CH2:9]1)=[O:7])([CH3:2])([CH3:3])[CH3:4]. (3) The product is: [F:26][C:25]([F:28])([F:27])[C:21]1[CH:20]=[C:19]([N:18]2[C:14]([NH:13][C:11]([C:10]3[CH:9]=[N:8][N:5]4[CH:6]=[CH:7][C:2]([NH2:29])=[N:3][C:4]=34)=[O:12])=[CH:15][CH:16]=[N:17]2)[CH:24]=[CH:23][CH:22]=1. Given the reactants Cl[C:2]1[CH:7]=[CH:6][N:5]2[N:8]=[CH:9][C:10]([C:11]([NH:13][C:14]3[N:18]([C:19]4[CH:24]=[CH:23][CH:22]=[C:21]([C:25]([F:28])([F:27])[F:26])[CH:20]=4)[N:17]=[CH:16][CH:15]=3)=[O:12])=[C:4]2[N:3]=1.[NH3:29], predict the reaction product. (4) Given the reactants [C:1]([C:5]1[CH:6]=[CH:7][C:8]2[O:12][C:11]([N:13]3[CH2:19][CH2:18][CH2:17][NH:16][CH2:15][CH2:14]3)=[N:10][C:9]=2[CH:20]=1)([CH3:4])([CH3:3])[CH3:2].C(N(CC)C(C)C)(C)C.[O:30]=[S:31]1(=[O:40])[CH2:36][CH2:35][N:34]([C:37](Cl)=[O:38])[CH2:33][CH2:32]1, predict the reaction product. The product is: [C:1]([C:5]1[CH:6]=[CH:7][C:8]2[O:12][C:11]([N:13]3[CH2:19][CH2:18][CH2:17][N:16]([C:37]([N:34]4[CH2:35][CH2:36][S:31](=[O:40])(=[O:30])[CH2:32][CH2:33]4)=[O:38])[CH2:15][CH2:14]3)=[N:10][C:9]=2[CH:20]=1)([CH3:4])([CH3:2])[CH3:3]. (5) Given the reactants [Cl:1][C:2]1[CH:3]=[C:4]([CH:7]=[CH:8][C:9]=1[Cl:10])[CH2:5]Br.[C:11]([O:15][C:16]([NH:18][C@@:19]1([C:34]([O:36][C:37]([CH3:40])([CH3:39])[CH3:38])=[O:35])[C@H:24]([OH:25])[C@H:23]([OH:26])[C@@H:22]2[C@H:20]1[C@H:21]2[C:27]([O:29][C:30]([CH3:33])([CH3:32])[CH3:31])=[O:28])=[O:17])([CH3:14])([CH3:13])[CH3:12], predict the reaction product. The product is: [C:11]([O:15][C:16]([NH:18][C@@:19]1([C:34]([O:36][C:37]([CH3:40])([CH3:39])[CH3:38])=[O:35])[C@H:24]([O:25][CH2:5][C:4]2[CH:7]=[CH:8][C:9]([Cl:10])=[C:2]([Cl:1])[CH:3]=2)[C@H:23]([OH:26])[C@@H:22]2[C@H:20]1[C@H:21]2[C:27]([O:29][C:30]([CH3:32])([CH3:31])[CH3:33])=[O:28])=[O:17])([CH3:14])([CH3:12])[CH3:13]. (6) Given the reactants [CH3:1][CH:2]([CH3:6])[C:3]([NH2:5])=O.F[B-](F)(F)F.C([O+](CC)CC)C.N[C:20]1[C:21]([NH:29][C@@H:30]2[CH2:35][O:34][C@@H:33]([CH2:36][OH:37])[CH2:32][CH2:31]2)=[C:22]2[S:28][CH:27]=[CH:26][C:23]2=[N:24][CH:25]=1, predict the reaction product. The product is: [CH:2]([C:3]1[N:29]([C@@H:30]2[CH2:35][O:34][C@@H:33]([CH2:36][OH:37])[CH2:32][CH2:31]2)[C:21]2=[C:22]3[S:28][CH:27]=[CH:26][C:23]3=[N:24][CH:25]=[C:20]2[N:5]=1)([CH3:6])[CH3:1]. (7) The product is: [N+:15]([C:12]1[N:11]=[CH:10][C:9]([O:8][C:6]2[CH:5]=[CH:4][N:3]=[C:2]([C:23]3[S:27][CH:26]=[N:25][CH:24]=3)[CH:7]=2)=[CH:14][CH:13]=1)([O-:17])=[O:16]. Given the reactants Cl[C:2]1[CH:7]=[C:6]([O:8][C:9]2[CH:10]=[N:11][C:12]([N+:15]([O-:17])=[O:16])=[CH:13][CH:14]=2)[CH:5]=[CH:4][N:3]=1.C([Sn](CCCC)(CCCC)[C:23]1[S:27][CH:26]=[N:25][CH:24]=1)CCC.CCOC(C)=O.[F-].[K+], predict the reaction product. (8) Given the reactants [C:1](=[N:4][OH:5])([NH2:3])[CH3:2].[H-].[Na+].[C:8]1([C:14]2[C:23]3[C:18](=[C:19]([C:24]([F:27])([F:26])[F:25])[CH:20]=[CH:21][CH:22]=3)[N:17]=[CH:16][C:15]=2[C:28](OCC)=O)[CH:13]=[CH:12][CH:11]=[CH:10][CH:9]=1, predict the reaction product. The product is: [CH3:2][C:1]1[N:3]=[C:28]([C:15]2[CH:16]=[N:17][C:18]3[C:23]([C:14]=2[C:8]2[CH:13]=[CH:12][CH:11]=[CH:10][CH:9]=2)=[CH:22][CH:21]=[CH:20][C:19]=3[C:24]([F:27])([F:25])[F:26])[O:5][N:4]=1. (9) Given the reactants C(O[C@@H]1[C@@H](OC(=O)C2C=CC=CC=2)[C@H](OC(=O)C2C=CC=CC=2)[C@@H]([C@@H](C)OC(=O)C2C=CC=CC=2)O[C@H]1OC1C=C(N)C=CC=1CC1C=CC(CC)=CC=1)(=O)C1C=CC=CC=1.C(OC(NCC(O)=O)=O)(C)(C)C.C(N(CC)CC)C.C(N=C=NCCCN(C)C)C.C([O:100][C@@H:101]1[C@@H:134]([O:135]C(=O)C2C=CC=CC=2)[C@H:133]([O:144]C(=O)C2C=CC=CC=2)[C@@H:132]([C@@H:153]([CH3:163])[O:154]C(=O)C2C=CC=CC=2)[O:131][C@H:102]1[O:103][C:104]1[CH:109]=[C:108]([NH:110][C:111](=[O:121])[CH2:112][NH:113]C(OC(C)(C)C)=O)[CH:107]=[CH:106][C:105]=1[CH2:122][C:123]1[CH:128]=[CH:127][C:126]([CH2:129][CH3:130])=[CH:125][CH:124]=1)(=O)C1C=CC=CC=1.Cl, predict the reaction product. The product is: [O:103]([C:104]1[CH:109]=[C:108]([NH:110][C:111](=[O:121])[CH2:112][NH2:113])[CH:107]=[CH:106][C:105]=1[CH2:122][C:123]1[CH:124]=[CH:125][C:126]([CH2:129][CH3:130])=[CH:127][CH:128]=1)[C@@H:102]1[O:131][C@H:132]([C@@H:153]([CH3:163])[OH:154])[C@@H:133]([OH:144])[C@H:134]([OH:135])[C@H:101]1[OH:100]. (10) Given the reactants [CH:1]1[C:11]2[C:10]3=[CH:12][C:13]4[CH:14]=[CH:15][C:16]([C:19]([OH:21])=O)=[CH:17][C:18]=4[N:9]3[CH2:8][CH:7]=[CH:6][C:5]=2[CH:4]=[CH:3][CH:2]=1.C[N:23](C)S(N)(=O)=O.Cl.CN(C)CCCN=C=NCC, predict the reaction product. The product is: [CH:1]1[C:11]2[C:10]3=[CH:12][C:13]4[CH:14]=[CH:15][C:16]([C:19]([NH2:23])=[O:21])=[CH:17][C:18]=4[N:9]3[CH2:8][CH:7]=[CH:6][C:5]=2[CH:4]=[CH:3][CH:2]=1.